From a dataset of Full USPTO retrosynthesis dataset with 1.9M reactions from patents (1976-2016). Predict the reactants needed to synthesize the given product. (1) The reactants are: [Cl:1][C:2]1[CH:7]=[CH:6][CH:5]=[CH:4][C:3]=1[C:8]1[CH:17]=[C:16]([CH2:18]O)[CH:15]=[C:14]2[C:9]=1[CH2:10][NH:11][C:12](=[O:28])[N:13]2[C:20]1[C:25]([Cl:26])=[CH:24][CH:23]=[CH:22][C:21]=1[Cl:27].C1(P(C2C=CC=CC=2)C2C=CC=CC=2)C=CC=CC=1.C(Br)(Br)(Br)[Br:49]. Given the product [Br:49][CH2:18][C:16]1[CH:15]=[C:14]2[C:9]([CH2:10][NH:11][C:12](=[O:28])[N:13]2[C:20]2[C:25]([Cl:26])=[CH:24][CH:23]=[CH:22][C:21]=2[Cl:27])=[C:8]([C:3]2[CH:4]=[CH:5][CH:6]=[CH:7][C:2]=2[Cl:1])[CH:17]=1, predict the reactants needed to synthesize it. (2) Given the product [N:29]([C:2]1[CH:3]=[CH:4][CH:5]=[CH:6][N:1]=1)=[C:32]=[O:17], predict the reactants needed to synthesize it. The reactants are: [N:1]1[CH:6]=[CH:5][CH:4]=[CH:3][C:2]=1C(O)=O.C1(P(N=[N+]=[N-])(C2C=CC=CC=2)=[O:17])C=CC=CC=1.C([N:29]([CH2:32]C)CC)C. (3) The reactants are: [F:1][C:2]1[CH:7]=[CH:6][C:5]([N:8]2[C:16]3[C:11](=[CH:12][C:13]([O:17][C@H:18]([C:22]4[CH:27]=[CH:26][C:25]([S:28][CH3:29])=[C:24]([O:30][CH3:31])[CH:23]=4)[C@@H:19]([NH2:21])[CH3:20])=[CH:14][CH:15]=3)[CH:10]=[N:9]2)=[CH:4][CH:3]=1.C(N(C(C)C)C(C)C)C.[F:41][C:42]([F:53])([F:52])[C:43](O[C:43](=[O:44])[C:42]([F:53])([F:52])[F:41])=[O:44]. Given the product [F:41][C:42]([F:53])([F:52])[C:43]([NH:21][C@@H:19]([CH3:20])[C@H:18]([O:17][C:13]1[CH:12]=[C:11]2[C:16](=[CH:15][CH:14]=1)[N:8]([C:5]1[CH:6]=[CH:7][C:2]([F:1])=[CH:3][CH:4]=1)[N:9]=[CH:10]2)[C:22]1[CH:27]=[CH:26][C:25]([S:28][CH3:29])=[C:24]([O:30][CH3:31])[CH:23]=1)=[O:44], predict the reactants needed to synthesize it. (4) The reactants are: [Si]([O:8][CH:9]1[CH2:14][CH2:13][CH:12]([N:15]2[C:19]3[CH:20]=[CH:21][C:22]([C:24]([NH:26][CH:27]4[CH2:31][CH2:30][CH2:29][CH2:28]4)=[O:25])=[CH:23][C:18]=3[N:17]=[C:16]2[NH:32][C:33]2[C:41]3[C:36](=[CH:37][CH:38]=[C:39]([C:42]4[CH:47]=[CH:46][CH:45]=[CH:44][C:43]=4[O:48][CH3:49])[CH:40]=3)[N:35](COCC[Si](C)(C)C)[N:34]=2)[CH2:11][CH2:10]1)(C(C)(C)C)(C)C.Cl. Given the product [CH3:49][O:48][C:43]1[CH:44]=[CH:45][CH:46]=[CH:47][C:42]=1[C:39]1[CH:40]=[C:41]2[C:36](=[CH:37][CH:38]=1)[NH:35][N:34]=[C:33]2[NH:32][C:16]1[N:15]([C@H:12]2[CH2:11][CH2:10][C@H:9]([OH:8])[CH2:14][CH2:13]2)[C:19]2[CH:20]=[CH:21][C:22]([C:24]([NH:26][CH:27]3[CH2:31][CH2:30][CH2:29][CH2:28]3)=[O:25])=[CH:23][C:18]=2[N:17]=1, predict the reactants needed to synthesize it. (5) Given the product [I:1][C:2]1[CH:7]=[CH:6][CH:5]=[CH:4][C:3]=1[NH:8][C:9](=[O:13])[C:10]#[C:11][CH3:12], predict the reactants needed to synthesize it. The reactants are: [I:1][C:2]1[CH:7]=[CH:6][CH:5]=[CH:4][C:3]=1[NH2:8].[C:9](O)(=[O:13])[C:10]#[C:11][CH3:12].C1(N=C=NC2CCCCC2)CCCCC1. (6) Given the product [NH:4]1[C:8]2[CH:9]=[CH:10][C:11]([C:13]3[NH:14][C:15]4[N:16]([N:20]=[C:21]([NH:29][C:30](=[O:32])[CH3:31])[C:22]=4[C:23]4[CH:28]=[CH:27][CH:26]=[CH:25][N:24]=4)[C:17](=[O:19])[CH:18]=3)=[CH:12][C:7]=2[N:6]=[N:5]1, predict the reactants needed to synthesize it. The reactants are: C([N:4]1[C:8]2[CH:9]=[CH:10][C:11]([C:13]3[NH:14][C:15]4[N:16]([N:20]=[C:21]([NH:29][C:30](=[O:32])[CH3:31])[C:22]=4[C:23]4[CH:28]=[CH:27][CH:26]=[CH:25][N:24]=4)[C:17](=[O:19])[CH:18]=3)=[CH:12][C:7]=2[N:6]=[N:5]1)(=O)C.C([O-])([O-])=O.[K+].[K+].